From a dataset of Full USPTO retrosynthesis dataset with 1.9M reactions from patents (1976-2016). Predict the reactants needed to synthesize the given product. (1) Given the product [Br:14][CH2:13][C:5]1[C:6]2[O:10][CH2:9][C:8](=[O:11])[C:7]=2[CH:12]=[C:3]([O:2][CH3:1])[CH:4]=1, predict the reactants needed to synthesize it. The reactants are: [CH3:1][O:2][C:3]1[CH:4]=[C:5]([CH3:13])[C:6]2[O:10][CH2:9][C:8](=[O:11])[C:7]=2[CH:12]=1.[Br:14]N1C(=O)CCC1=O.C(OOC(=O)C1C=CC=CC=1)(=O)C1C=CC=CC=1. (2) Given the product [Br:25][CH:26]1[CH2:30][CH2:31][N:13]([C:12]2[CH:14]=[CH:15][C:9]([O:8][Si:1]([C:4]([CH3:7])([CH3:6])[CH3:5])([CH3:2])[CH3:3])=[C:10]([CH2:16][CH3:17])[CH:11]=2)[C:27]1=[O:28], predict the reactants needed to synthesize it. The reactants are: [Si:1]([O:8][C:9]1[CH:15]=[CH:14][C:12]([NH2:13])=[CH:11][C:10]=1[CH2:16][CH3:17])([C:4]([CH3:7])([CH3:6])[CH3:5])([CH3:3])[CH3:2].C(N(CC)CC)C.[Br:25][CH:26]([CH2:30][CH2:31]Br)[C:27](Cl)=[O:28].[OH-].[K+]. (3) Given the product [NH2:59][CH2:58][CH2:57][CH2:56][CH2:55][NH:54][C:9]([C@@H:10]([NH:11][C:12]([CH2:70][CH2:71][CH2:72][C:73]([OH:75])=[O:74])=[O:14])[CH2:29][C:30]1[CH:31]=[CH:32][CH:33]=[CH:34][CH:35]=1)=[O:36], predict the reactants needed to synthesize it. The reactants are: FC1C(O[C:9](=[O:36])[C@H:10]([CH2:29][C:30]2[CH:35]=[CH:34][CH:33]=[CH:32][CH:31]=2)[NH:11][C:12]([O:14]CC2C3C(=CC=CC=3)C3C2=CC=CC=3)=O)=C(F)C(F)=C(F)C=1F.C(N(CC)CC)C.C(OC(=O)[NH:54][CH2:55][CH2:56][CH2:57][CH2:58][NH2:59])(C)(C)C.NCC1CCNCC1.C1(=O)[O:75][C:73](=[O:74])[CH2:72][CH2:71][CH2:70]1. (4) The reactants are: O.[OH-].[Li+].[Cl:4][C:5]1[CH:10]=[C:9]([S:11][C:12]2[CH:17]=[CH:16][C:15]([N:18](S(C)(=O)=O)[S:19]([CH3:22])(=[O:21])=[O:20])=[CH:14][CH:13]=2)[CH:8]=[CH:7][C:6]=1[NH:27][C:28](=[O:36])[C:29]([O:32]C(=O)C)([CH3:31])[CH3:30].Cl.C(Cl)Cl. Given the product [Cl:4][C:5]1[CH:10]=[C:9]([S:11][C:12]2[CH:13]=[CH:14][C:15]([NH:18][S:19]([CH3:22])(=[O:21])=[O:20])=[CH:16][CH:17]=2)[CH:8]=[CH:7][C:6]=1[NH:27][C:28](=[O:36])[C:29]([OH:32])([CH3:31])[CH3:30], predict the reactants needed to synthesize it. (5) Given the product [Cl:1][C:2]1[CH:7]=[CH:6][CH:5]=[CH:4][C:3]=1[C:8]1[N:9]([C:31]2[CH:32]=[CH:33][C:34]([Cl:37])=[CH:35][CH:36]=2)[C:10]2[C:15]([N:16]=1)=[C:14]([NH:17][C@H:18]1[CH2:23][CH2:22][CH2:21][NH:20][CH2:19]1)[N:13]=[CH:12][N:11]=2, predict the reactants needed to synthesize it. The reactants are: [Cl:1][C:2]1[CH:7]=[CH:6][CH:5]=[CH:4][C:3]=1[C:8]1[N:9]([C:31]2[CH:36]=[CH:35][C:34]([Cl:37])=[CH:33][CH:32]=2)[C:10]2[C:15]([N:16]=1)=[C:14]([NH:17][C@H:18]1[CH2:23][CH2:22][CH2:21][N:20](C(OC(C)(C)C)=O)[CH2:19]1)[N:13]=[CH:12][N:11]=2.FC(F)(F)C(O)=O. (6) Given the product [N:1]1([S:7]([C:10]2[CH:16]=[CH:15][C:13]([NH:14][N:26]=[C:32]([C:31](=[O:36])[CH3:30])[C:33](=[O:35])[CH3:34])=[CH:12][CH:11]=2)(=[O:9])=[O:8])[CH2:2][CH2:3][O:4][CH2:5][CH2:6]1, predict the reactants needed to synthesize it. The reactants are: [N:1]1([S:7]([C:10]2[CH:16]=[CH:15][C:13]([NH2:14])=[CH:12][CH:11]=2)(=[O:9])=[O:8])[CH2:6][CH2:5][O:4][CH2:3][CH2:2]1.P(=O)(O)(O)O.[N+]([O-])(O)=O.[N:26]([O-])=O.[Na+].[CH3:30][C:31](=[O:36])[CH2:32][C:33](=[O:35])[CH3:34].C([O-])(=O)C.[K+].C([O-])([O-])=O.[Na+].[Na+]. (7) Given the product [CH3:1][N:2]1[C:6]([C:7]2[CH:8]=[C:9]3[C:13](=[CH:14][CH:15]=2)[NH:12][C:11]([O:16][S:38]([C:37]([F:50])([F:49])[F:36])(=[O:40])=[O:39])=[CH:10]3)=[CH:5][C:4]([C:17]([F:20])([F:18])[F:19])=[N:3]1, predict the reactants needed to synthesize it. The reactants are: [CH3:1][N:2]1[C:6]([C:7]2[CH:8]=[C:9]3[C:13](=[CH:14][CH:15]=2)[NH:12][C:11](=[O:16])[CH2:10]3)=[CH:5][C:4]([C:17]([F:20])([F:19])[F:18])=[N:3]1.C(C1C=C(C)C=C(C(C)(C)C)N=1)(C)(C)C.[F:36][C:37]([F:50])([F:49])[S:38](O[S:38]([C:37]([F:50])([F:49])[F:36])(=[O:40])=[O:39])(=[O:40])=[O:39].